From a dataset of Catalyst prediction with 721,799 reactions and 888 catalyst types from USPTO. Predict which catalyst facilitates the given reaction. (1) The catalyst class is: 77. Reactant: Cl[C:2]1[C:11]([C@@H:12]([N:14]2[C:22](=[O:23])[C:21]3[C:16](=[CH:17][CH:18]=[CH:19][CH:20]=3)[C:15]2=[O:24])[CH3:13])=[CH:10][C:9]2[C:4](=[C:5]([Cl:25])[CH:6]=[CH:7][CH:8]=2)[N:3]=1.[CH:26]([Sn](CCCC)(CCCC)CCCC)=[CH2:27]. Product: [Cl:25][C:5]1[CH:6]=[CH:7][CH:8]=[C:9]2[C:4]=1[N:3]=[C:2]([CH:26]=[CH2:27])[C:11]([C@@H:12]([N:14]1[C:15](=[O:24])[C:16]3[C:21](=[CH:20][CH:19]=[CH:18][CH:17]=3)[C:22]1=[O:23])[CH3:13])=[CH:10]2. (2) Reactant: [N+:1]([C:4]1[CH:5]=[C:6]([C:10]2[CH2:11][CH2:12][N:13](C(OC(C)(C)C)=O)[CH2:14][CH:15]=2)[CH:7]=[CH:8][CH:9]=1)([O-:3])=[O:2].Cl. Product: [N+:1]([C:4]1[CH:5]=[C:6]([C:10]2[CH2:15][CH2:14][NH:13][CH2:12][CH:11]=2)[CH:7]=[CH:8][CH:9]=1)([O-:3])=[O:2]. The catalyst class is: 12. (3) Reactant: [CH3:1][N:2]([S:25]([C:28]1[S:29][CH:30]=[CH:31][CH:32]=1)(=[O:27])=[O:26])[C:3]1[CH:4]=[CH:5][CH:6]=[C:7]2[C:11]=1[NH:10][C:9]([C:12]1[S:13][C:14]([CH2:17][O:18][CH2:19][C:20]([O:22]CC)=[O:21])=[CH:15][N:16]=1)=[CH:8]2.[OH-].[Na+].O1CCCC1. Product: [CH3:1][N:2]([S:25]([C:28]1[S:29][CH:30]=[CH:31][CH:32]=1)(=[O:27])=[O:26])[C:3]1[CH:4]=[CH:5][CH:6]=[C:7]2[C:11]=1[NH:10][C:9]([C:12]1[S:13][C:14]([CH2:17][O:18][CH2:19][C:20]([OH:22])=[O:21])=[CH:15][N:16]=1)=[CH:8]2. The catalyst class is: 5. (4) Reactant: [CH:1]1([C:7]2[CH:12]=[C:11]([CH3:13])[NH:10][C:9](=[O:14])[C:8]=2[C:15]#[N:16])[CH2:6][CH2:5][CH2:4][CH2:3][CH2:2]1.[BH4-].[Na+].II.Cl. Product: [NH2:16][CH2:15][C:8]1[C:9](=[O:14])[NH:10][C:11]([CH3:13])=[CH:12][C:7]=1[CH:1]1[CH2:6][CH2:5][CH2:4][CH2:3][CH2:2]1. The catalyst class is: 1.